Dataset: NCI-60 drug combinations with 297,098 pairs across 59 cell lines. Task: Regression. Given two drug SMILES strings and cell line genomic features, predict the synergy score measuring deviation from expected non-interaction effect. Drug 1: C1=CC(=CC=C1CCCC(=O)O)N(CCCl)CCCl. Drug 2: C1=CC(=CC=C1C#N)C(C2=CC=C(C=C2)C#N)N3C=NC=N3. Cell line: BT-549. Synergy scores: CSS=11.1, Synergy_ZIP=-8.25, Synergy_Bliss=-2.41, Synergy_Loewe=-5.01, Synergy_HSA=-3.43.